Dataset: Full USPTO retrosynthesis dataset with 1.9M reactions from patents (1976-2016). Task: Predict the reactants needed to synthesize the given product. (1) The reactants are: [C:1]([O:5][C:6](=[O:31])[NH:7][C:8]1[CH:21]=[CH:20][C:19]2[S:18][C:17]3[C:12](=[CH:13][CH:14]=[CH:15][C:16]=3B3OC(C)(C)C(C)(C)O3)[CH2:11][C:10]=2[CH:9]=1)([CH3:4])([CH3:3])[CH3:2].Cl[C:33]1[O:34][C:35]([N:40]2[CH2:45][CH2:44][O:43][CH2:42][CH2:41]2)=[CH:36][C:37](=[O:39])[CH:38]=1.C([O-])([O-])=O.[K+].[K+]. Given the product [C:1]([O:5][C:6](=[O:31])[NH:7][C:8]1[CH:21]=[CH:20][C:19]2[S:18][C:17]3[C:12](=[CH:13][CH:14]=[CH:15][C:16]=3[C:33]3[O:34][C:35]([N:40]4[CH2:41][CH2:42][O:43][CH2:44][CH2:45]4)=[CH:36][C:37](=[O:39])[CH:38]=3)[CH2:11][C:10]=2[CH:9]=1)([CH3:4])([CH3:2])[CH3:3], predict the reactants needed to synthesize it. (2) Given the product [N+:11]([CH2:14][CH2:4][CH2:5][C:6](=[O:10])[CH2:7][CH2:8][CH3:9])([O-:13])=[O:12], predict the reactants needed to synthesize it. The reactants are: C[O-].[Na+].[CH2:4]=[CH:5][C:6](=[O:10])[CH2:7][CH2:8][CH3:9].[N+:11]([CH3:14])([O-:13])=[O:12]. (3) Given the product [Cl:1][C:2]1[CH:7]=[CH:6][C:5]([S:8][C:9]2[C:17]3[C:12]([N:13]([CH3:30])[CH:14]=[CH:15][CH:16]=3)=[N:11][C:10]=2[C:18]2[CH:27]=[CH:26][C:21]3[O:22][CH2:23][CH2:24][O:25][C:20]=3[CH:19]=2)=[CH:4][CH:3]=1, predict the reactants needed to synthesize it. The reactants are: [Cl:1][C:2]1[CH:7]=[CH:6][C:5]([S:8][C:9]2[C:17]3[C:12](=[N:13][CH:14]=[CH:15][CH:16]=3)[NH:11][C:10]=2[C:18]2[CH:27]=[CH:26][C:21]3[O:22][CH2:23][CH2:24][O:25][C:20]=3[CH:19]=2)=[CH:4][CH:3]=1.IC.[CH3:30]CN(C(C)C)C(C)C. (4) Given the product [F:1][C:2]1[CH:3]=[CH:4][CH:5]=[C:6]2[C:10]=1[NH:9][C:8](=[O:11])[CH:7]=[C:13]2[C:14]([OH:16])=[O:15], predict the reactants needed to synthesize it. The reactants are: [F:1][C:2]1[CH:3]=[CH:4][CH:5]=[C:6]2[C:10]=1[NH:9][C:8](=[O:11])[C:7]2=O.[CH3:13][C:14]([O:16]C(C)=O)=[O:15].[H-].[Na+].C([O-])([O-])=O.[Na+].[Na+]. (5) Given the product [NH2:27][C@H:28]1[CH2:33][N:32]2[CH:34]=[CH:35][N:36]=[C:31]2[NH:30][C:29]1=[O:37], predict the reactants needed to synthesize it. The reactants are: C(O)(C(F)(F)F)=O.C([NH:27][C@H:28]1[CH2:33][N:32]2[CH:34]=[CH:35][N:36]=[C:31]2[NH:30][C:29]1=[O:37])(C1C=CC=CC=1)(C1C=CC=CC=1)C1C=CC=CC=1. (6) Given the product [CH2:28]([O:30][C:31]([C:33]1[C:34]2[S:42][CH:41]=[C:40]([CH2:43][O:24][C:22]3[CH:23]=[C:18]([C:16]4[O:17][C:13]([CH2:12][C:11]5[CH:26]=[CH:27][C:8]([Cl:7])=[CH:9][CH:10]=5)=[N:14][N:15]=4)[CH:19]=[CH:20][C:21]=3[CH3:25])[C:35]=2[C:36]([Cl:39])=[N:37][CH:38]=1)=[O:32])[CH3:29], predict the reactants needed to synthesize it. The reactants are: C(=O)([O-])[O-].[Cs+].[Cs+].[Cl:7][C:8]1[CH:27]=[CH:26][C:11]([CH2:12][C:13]2[O:17][C:16]([C:18]3[CH:19]=[CH:20][C:21]([CH3:25])=[C:22]([OH:24])[CH:23]=3)=[N:15][N:14]=2)=[CH:10][CH:9]=1.[CH2:28]([O:30][C:31]([C:33]1[C:34]2[S:42][CH:41]=[C:40]([CH2:43]Br)[C:35]=2[C:36]([Cl:39])=[N:37][CH:38]=1)=[O:32])[CH3:29]. (7) Given the product [Cl:23]([O-:27])(=[O:26])(=[O:25])=[O:24].[C:1]1([C:11]2[CH:12]=[NH+:13][C:14]3[C:19]([CH:20]=2)=[CH:18][CH:17]=[CH:16][CH:15]=3)[C:10]2[C:5](=[CH:6][CH:7]=[CH:8][CH:9]=2)[CH:4]=[CH:3][CH:2]=1, predict the reactants needed to synthesize it. The reactants are: [C:1]1([C:11]2[CH:12]=[N:13][C:14]3[C:19]([CH:20]=2)=[CH:18][CH:17]=[CH:16][CH:15]=3)[C:10]2[C:5](=[CH:6][CH:7]=[CH:8][CH:9]=2)[CH:4]=[CH:3][CH:2]=1.CI.[Cl:23]([O-:27])(=[O:26])(=[O:25])=[O:24].[Na+].